From a dataset of Forward reaction prediction with 1.9M reactions from USPTO patents (1976-2016). Predict the product of the given reaction. (1) The product is: [CH3:15][C:14]1[O:16][CH:2]=[C:3]([C:5]2[CH:6]=[C:7]([CH:11]=[CH:12][CH:13]=2)[C:8]([OH:10])=[O:9])[N:17]=1. Given the reactants Br[CH2:2][C:3]([C:5]1[CH:6]=[C:7]([CH:11]=[CH:12][CH:13]=1)[C:8]([OH:10])=[O:9])=O.[C:14]([NH2:17])(=[O:16])[CH3:15], predict the reaction product. (2) Given the reactants [CH3:1][NH:2][C:3]1[CH:8]=[CH:7][CH:6]=[CH:5][CH:4]=1.FC(F)(F)S([O-])(=O)=O.[Br:17][C:18]1[CH:19]=[C:20]2[C:25](=[CH:26][CH:27]=1)[NH:24][C:23](=[O:28])[C:22]([I+]C1C=CC=CC=1)=[C:21]2[OH:36], predict the reaction product. The product is: [Br:17][C:18]1[CH:19]=[C:20]2[C:25](=[CH:26][CH:27]=1)[NH:24][C:23](=[O:28])[C:22]([N:2]([CH3:1])[C:3]1[CH:8]=[CH:7][CH:6]=[CH:5][CH:4]=1)=[C:21]2[OH:36]. (3) The product is: [CH3:1][O:2][C:3]1[CH:4]=[C:5]([CH:8]=[CH:9][C:10]=1[O:11][CH3:12])[CH2:6][NH:7][CH2:14][CH2:13][CH2:19][S:16]([OH:18])(=[O:17])=[O:15]. Given the reactants [CH3:1][O:2][C:3]1[CH:4]=[C:5]([CH:8]=[CH:9][C:10]=1[O:11][CH3:12])[CH2:6][NH2:7].[CH2:13]1[CH2:19][S:16](=[O:18])(=[O:17])[O:15][CH2:14]1, predict the reaction product. (4) Given the reactants [CH:1](=O)/[CH:2]=[CH:3]/[CH3:4].Cl.[F:7][C:8]1[CH:9]=[C:10]([CH:12]=[CH:13][CH:14]=1)[NH2:11], predict the reaction product. The product is: [F:7][C:8]1[CH:14]=[CH:13][CH:12]=[C:10]2[C:9]=1[CH:1]=[CH:2][C:3]([CH3:4])=[N:11]2. (5) Given the reactants [NH:1]1[CH:5]=[C:4]([C:6]2[CH:11]=[C:10]([C:12]#[N:13])[CH:9]=[CH:8][N:7]=2)[N:3]=[CH:2]1.Br.Br[CH2:16][CH:17]1[CH2:22][CH2:21][N:20]([CH3:23])[CH2:19][CH2:18]1, predict the reaction product. The product is: [CH3:23][N:20]1[CH2:21][CH2:22][CH:17]([CH2:16][N:1]2[CH:5]=[C:4]([C:6]3[CH:11]=[C:10]([C:12]#[N:13])[CH:9]=[CH:8][N:7]=3)[N:3]=[CH:2]2)[CH2:18][CH2:19]1.